Dataset: CYP2C19 inhibition data for predicting drug metabolism from PubChem BioAssay. Task: Regression/Classification. Given a drug SMILES string, predict its absorption, distribution, metabolism, or excretion properties. Task type varies by dataset: regression for continuous measurements (e.g., permeability, clearance, half-life) or binary classification for categorical outcomes (e.g., BBB penetration, CYP inhibition). Dataset: cyp2c19_veith. (1) The molecule is CCOC(=O)c1sc(=N)n(-c2ccc(OC)cc2)c1C. The result is 1 (inhibitor). (2) The compound is Cc1ccc(S(=O)(=O)Nc2nc3ccccc3nc2N2CCc3ccccc3C2)cc1. The result is 1 (inhibitor). (3) The result is 0 (non-inhibitor). The molecule is O=C(NCC1CCCO1)c1onc(CSc2ccccc2F)c1C(=O)O. (4) The compound is Cc1ccc(NC(=O)CCC(=O)c2ccc(F)cc2)cc1Cl. The result is 1 (inhibitor). (5) The molecule is COCC(=O)N1CCC[C@@]2(CCN(c3ccccn3)C2)C1. The result is 0 (non-inhibitor). (6) The result is 0 (non-inhibitor). The compound is CCN1C(=O)N[C@@H](c2ccccc2)C1=O. (7) The compound is O=C(c1csnn1)N1CCC2(CCCN(c3ncccn3)C2)CC1. The result is 1 (inhibitor).